This data is from Catalyst prediction with 721,799 reactions and 888 catalyst types from USPTO. The task is: Predict which catalyst facilitates the given reaction. (1) Reactant: Br.[NH2:2][C:3]1[C:4]([OH:18])=[C:5]([C:10]2[S:14][C:13]([C:15]([OH:17])=[O:16])=[CH:12][CH:11]=2)[CH:6]=[C:7]([CH3:9])[CH:8]=1.[N:19]([O-])=O.[Na+].[CH2:23]1[C:31]2[C:26](=[CH:27][C:28]([N:32]3[C:36](=[O:37])[CH2:35][C:34]([CH3:38])=[N:33]3)=[CH:29][CH:30]=2)[CH2:25][CH2:24]1.C(=O)(O)[O-].[Na+]. Product: [OH:18][C:4]1[C:3]([NH:2][N:19]=[C:35]2[C:36](=[O:37])[N:32]([C:28]3[CH:27]=[C:26]4[C:31](=[CH:30][CH:29]=3)[CH2:23][CH2:24][CH2:25]4)[N:33]=[C:34]2[CH3:38])=[CH:8][C:7]([CH3:9])=[CH:6][C:5]=1[C:10]1[S:14][C:13]([C:15]([OH:17])=[O:16])=[CH:12][CH:11]=1. The catalyst class is: 502. (2) Reactant: [Cl:1][C:2]1[CH:10]=[CH:9][CH:8]=[C:7]([O:11][CH3:12])[C:3]=1[C:4](O)=[O:5].O1CCCC1.B. Product: [Cl:1][C:2]1[CH:10]=[CH:9][CH:8]=[C:7]([O:11][CH3:12])[C:3]=1[CH2:4][OH:5]. The catalyst class is: 1. (3) Product: [Cl:28][C:2]1[S:3][C:4]([C:12]2[CH:17]=[CH:16][CH:15]=[CH:14][CH:13]=2)=[C:5]([C:7]([O:9][CH2:10][CH3:11])=[O:8])[N:6]=1. The catalyst class is: 23. Reactant: N[C:2]1[S:3][C:4]([C:12]2[CH:17]=[CH:16][CH:15]=[CH:14][CH:13]=2)=[C:5]([C:7]([O:9][CH2:10][CH3:11])=[O:8])[N:6]=1.[N+]([O-])(OCCC(C)C)=O.C(Cl)(Cl)[Cl:28].[OH-].[Na+]. (4) Reactant: [CH2:1]([O:8][C:9]([C:11]1[N:12]([CH:49]([CH3:51])[CH3:50])[C:13]([CH:30]=[CH:31][C:32](=[O:48])[CH2:33][C@@H:34]([O:40][Si](C(C)(C)C)(C)C)[CH2:35][C:36]([O:38][CH3:39])=[O:37])=[C:14]([C:23]2[CH:28]=[CH:27][C:26]([F:29])=[CH:25][CH:24]=2)[C:15]=1[C:16]1[CH:21]=[CH:20][C:19]([F:22])=[CH:18][CH:17]=1)=[O:10])[C:2]1[CH:7]=[CH:6][CH:5]=[CH:4][CH:3]=1.F. Product: [CH2:1]([O:8][C:9]([C:11]1[N:12]([CH:49]([CH3:51])[CH3:50])[C:13]([CH:30]=[CH:31][C:32](=[O:48])[CH2:33][C@@H:34]([OH:40])[CH2:35][C:36]([O:38][CH3:39])=[O:37])=[C:14]([C:23]2[CH:28]=[CH:27][C:26]([F:29])=[CH:25][CH:24]=2)[C:15]=1[C:16]1[CH:17]=[CH:18][C:19]([F:22])=[CH:20][CH:21]=1)=[O:10])[C:2]1[CH:7]=[CH:6][CH:5]=[CH:4][CH:3]=1. The catalyst class is: 10. (5) Reactant: [CH2:1]([N:8]([CH:19]([C:26]1[CH:31]=[CH:30][CH:29]=[CH:28][CH:27]=1)[C:20]1[CH:25]=[CH:24][CH:23]=[CH:22][CH:21]=1)[S:9]([CH2:12][C@H:13]([CH3:18])[C:14]([O:16]C)=[O:15])(=[O:11])=[O:10])[C:2]1[CH:7]=[CH:6][CH:5]=[CH:4][CH:3]=1.[Li+].[OH-].CO.OS([O-])(=O)=O.[K+]. Product: [CH2:1]([N:8]([CH:19]([C:26]1[CH:31]=[CH:30][CH:29]=[CH:28][CH:27]=1)[C:20]1[CH:21]=[CH:22][CH:23]=[CH:24][CH:25]=1)[S:9]([CH2:12][C@H:13]([CH3:18])[C:14]([OH:16])=[O:15])(=[O:11])=[O:10])[C:2]1[CH:3]=[CH:4][CH:5]=[CH:6][CH:7]=1. The catalyst class is: 56. (6) Reactant: Cl.[NH:2]1[CH2:5][CH:4]([C:6]2[O:10][N:9]=[C:8]([C:11]3[CH:12]=[CH:13][C:14]([CH3:29])=[C:15]([NH:17][C:18]([C:20]4[N:24]5[CH:25]=[CH:26][CH:27]=[CH:28][C:23]5=[N:22][CH:21]=4)=[O:19])[CH:16]=3)[N:7]=2)[CH2:3]1.Cl[S:31]([NH:34][C:35](=[O:41])[O:36][C:37]([CH3:40])([CH3:39])[CH3:38])(=[O:33])=[O:32]. Product: [N:22]1[CH:21]=[C:20]([C:18]([NH:17][C:15]2[CH:16]=[C:11]([C:8]3[N:7]=[C:6]([CH:4]4[CH2:3][N:2]([S:31]([NH:34][C:35](=[O:41])[O:36][C:37]([CH3:39])([CH3:38])[CH3:40])(=[O:32])=[O:33])[CH2:5]4)[O:10][N:9]=3)[CH:12]=[CH:13][C:14]=2[CH3:29])=[O:19])[N:24]2[CH:25]=[CH:26][CH:27]=[CH:28][C:23]=12. The catalyst class is: 17. (7) Reactant: [Cl:1][C:2]1[N:7]=[C:6](Cl)[C:5]([Cl:9])=[CH:4][N:3]=1.[CH3:10][NH:11][CH:12]1[CH2:16][CH2:15][C:14]2([CH2:21][CH2:20][CH2:19][N:18]([C:22]([O:24][C:25]([CH3:28])([CH3:27])[CH3:26])=[O:23])[CH2:17]2)[CH2:13]1.CCN(CC)CC. Product: [Cl:1][C:2]1[N:7]=[C:6]([N:11]([CH3:10])[CH:12]2[CH2:16][CH2:15][C:14]3([CH2:21][CH2:20][CH2:19][N:18]([C:22]([O:24][C:25]([CH3:27])([CH3:26])[CH3:28])=[O:23])[CH2:17]3)[CH2:13]2)[C:5]([Cl:9])=[CH:4][N:3]=1. The catalyst class is: 14. (8) The catalyst class is: 7. Reactant: [N+:1]([O-:4])([O-])=[O:2].[Bi+3].[N+]([O-])([O-])=O.[N+]([O-])([O-])=O.[F:14][C:15]([F:25])([F:24])[O:16][C:17]1[CH:22]=[CH:21][CH:20]=[CH:19][C:18]=1[OH:23]. Product: [N+:1]([C:21]1[CH:20]=[CH:19][C:18]([OH:23])=[C:17]([O:16][C:15]([F:14])([F:25])[F:24])[CH:22]=1)([O-:4])=[O:2]. (9) Reactant: [OH:1][CH2:2][CH2:3][N:4]1[CH2:9][CH2:8][NH:7][CH2:6][CH2:5]1.C([O-])([O-])=O.[K+].[K+].Cl[S:17]([C:20]1[CH:21]=[C:22]([C:27]([OH:30])=[CH:28][CH:29]=1)[C:23]([O:25][CH3:26])=[O:24])(=[O:19])=[O:18]. Product: [OH:30][C:27]1[CH:28]=[CH:29][C:20]([S:17]([N:7]2[CH2:8][CH2:9][N:4]([CH2:3][CH2:2][OH:1])[CH2:5][CH2:6]2)(=[O:19])=[O:18])=[CH:21][C:22]=1[C:23]([O:25][CH3:26])=[O:24]. The catalyst class is: 3.